Dataset: Peptide-MHC class I binding affinity with 185,985 pairs from IEDB/IMGT. Task: Regression. Given a peptide amino acid sequence and an MHC pseudo amino acid sequence, predict their binding affinity value. This is MHC class I binding data. The peptide sequence is ASDYSQGAF. The MHC is HLA-A02:01 with pseudo-sequence HLA-A02:01. The binding affinity (normalized) is 0.213.